Task: Predict the reactants needed to synthesize the given product.. Dataset: Full USPTO retrosynthesis dataset with 1.9M reactions from patents (1976-2016) (1) Given the product [F:1][C:2]1[CH:3]=[CH:4][C:5]([C:8]2[C:12]([C:27]3[CH:32]=[CH:31][N:30]=[C:29]([NH:33][C:34](=[O:38])[CH:35]([CH3:36])[CH3:37])[CH:28]=3)=[CH:11][N:10]([CH2:22][CH:23]([CH3:24])[CH3:25])[N:9]=2)=[CH:6][CH:7]=1, predict the reactants needed to synthesize it. The reactants are: [F:1][C:2]1[CH:7]=[CH:6][C:5]([C:8]2[C:12](B3OC(C)(C)C(C)(C)O3)=[CH:11][N:10]([CH2:22][CH:23]([CH3:25])[CH3:24])[N:9]=2)=[CH:4][CH:3]=1.Br[C:27]1[CH:32]=[CH:31][N:30]=[C:29]([NH:33][C:34](=[O:38])[CH:35]([CH3:37])[CH3:36])[CH:28]=1.C(=O)([O-])[O-].[Na+].[Na+]. (2) Given the product [Cl:1][C:2]1[CH:22]=[CH:21][C:20]([F:23])=[CH:19][C:3]=1[O:4][C:5]1[CH:10]=[CH:9][C:8]([N:11]2[CH:15]=[C:14]([C:16]([Cl:32])=[O:17])[CH:13]=[N:12]2)=[CH:7][CH:6]=1, predict the reactants needed to synthesize it. The reactants are: [Cl:1][C:2]1[CH:22]=[CH:21][C:20]([F:23])=[CH:19][C:3]=1[O:4][C:5]1[CH:10]=[CH:9][C:8]([N:11]2[CH:15]=[C:14]([C:16](O)=[O:17])[CH:13]=[N:12]2)=[CH:7][CH:6]=1.CN(C=O)C.C(Cl)(=O)C([Cl:32])=O. (3) Given the product [C:1]([O:5][C:6](=[O:39])[NH:7][CH:8]1[CH2:13][CH2:12][CH:11]([NH:14][C:15]2[N:20]=[C:19]3[N:21]([CH2:31][O:32][CH2:33][CH2:34][Si:35]([CH3:38])([CH3:37])[CH3:36])[N:22]=[C:23]([C:24]4[CH:29]=[CH:28][CH:27]=[C:26]([NH:44][CH2:43][C:42]5[CH:45]=[CH:46][CH:47]=[CH:48][C:41]=5[Cl:40])[CH:25]=4)[C:18]3=[CH:17][N:16]=2)[CH2:10][CH2:9]1)([CH3:4])([CH3:3])[CH3:2], predict the reactants needed to synthesize it. The reactants are: [C:1]([O:5][C:6](=[O:39])[NH:7][CH:8]1[CH2:13][CH2:12][CH:11]([NH:14][C:15]2[N:20]=[C:19]3[N:21]([CH2:31][O:32][CH2:33][CH2:34][Si:35]([CH3:38])([CH3:37])[CH3:36])[N:22]=[C:23]([C:24]4[CH:29]=[CH:28][CH:27]=[C:26](Br)[CH:25]=4)[C:18]3=[CH:17][N:16]=2)[CH2:10][CH2:9]1)([CH3:4])([CH3:3])[CH3:2].[Cl:40][C:41]1[CH:48]=[CH:47][CH:46]=[CH:45][C:42]=1[CH2:43][NH2:44].CN(C1C(C2C(P(C3CCCCC3)C3CCCCC3)=CC=CC=2)=CC=CC=1)C.C(O[Na])(C)(C)C. (4) Given the product [C:40]([NH:39][C:33]1[CH:32]=[C:31]([N:6]2[C:7]3[C:12](=[C:11]([N:13]4[CH:17]=[C:16]([C:18]5[CH:19]=[N:20][CH:21]=[CH:22][CH:23]=5)[N:15]=[CH:14]4)[CH:10]=[CH:9][CH:8]=3)[C:4]([CH:1]([CH3:3])[CH3:2])=[N:5]2)[CH:38]=[CH:37][C:34]=1[C:35]#[N:36])([CH3:43])([CH3:41])[CH3:42], predict the reactants needed to synthesize it. The reactants are: [CH:1]([C:4]1[C:12]2[C:7](=[CH:8][CH:9]=[CH:10][C:11]=2[N:13]2[CH:17]=[C:16]([C:18]3[CH:19]=[N:20][CH:21]=[CH:22][CH:23]=3)[N:15]=[CH:14]2)[NH:6][N:5]=1)([CH3:3])[CH3:2].C(=O)([O-])[O-].[Cs+].[Cs+].Br[C:31]1[CH:38]=[CH:37][C:34]([C:35]#[N:36])=[C:33]([NH:39][C:40]([CH3:43])([CH3:42])[CH3:41])[CH:32]=1.CN(C)CCN. (5) Given the product [CH3:1][N:2]1[C:6]2[CH:7]=[C:8]([Sn:20]([CH2:22][CH2:23][CH2:24][CH3:25])([CH2:26][CH2:27][CH2:28][CH3:29])[CH2:16][CH2:17][CH2:18][CH3:19])[S:9][C:5]=2[C:4]([CH3:10])=[N:3]1, predict the reactants needed to synthesize it. The reactants are: [CH3:1][N:2]1[C:6]2[CH:7]=[CH:8][S:9][C:5]=2[C:4]([CH3:10])=[N:3]1.C([Li])CCC.[CH2:16]([Sn:20]([CH2:26][CH2:27][CH2:28][CH3:29])([CH2:22][CH2:23][CH2:24][CH3:25])Cl)[CH2:17][CH2:18][CH3:19].